This data is from Catalyst prediction with 721,799 reactions and 888 catalyst types from USPTO. The task is: Predict which catalyst facilitates the given reaction. Reactant: [NH2:1][C:2]1[S:3][C:4]([C:8]([OH:10])=O)=[C:5]([CH3:7])[N:6]=1.ON1C2C=CC=CC=2N=N1.CN(C)CCCN=C=NCC.C(N(C(C)C)CC)(C)C.[F:41][C:42]1[CH:47]=[CH:46][C:45]([CH2:48][NH2:49])=[CH:44][CH:43]=1. Product: [NH2:1][C:2]1[S:3][C:4]([C:8]([NH:49][CH2:48][C:45]2[CH:46]=[CH:47][C:42]([F:41])=[CH:43][CH:44]=2)=[O:10])=[C:5]([CH3:7])[N:6]=1. The catalyst class is: 9.